This data is from Forward reaction prediction with 1.9M reactions from USPTO patents (1976-2016). The task is: Predict the product of the given reaction. (1) Given the reactants [CH3:1][O:2][C:3]1[CH:8]=[C:7]([CH3:9])[CH:6]=[CH:5][C:4]=1[C:10]1[NH:11][C:12](=[S:15])[NH:13][N:14]=1.Cl[CH2:17][C:18]1[CH:23]=[CH:22][C:21]([CH3:24])=[CH:20][N:19]=1, predict the reaction product. The product is: [CH3:1][O:2][C:3]1[CH:8]=[C:7]([CH3:9])[CH:6]=[CH:5][C:4]=1[C:10]1[NH:14][N:13]=[C:12]([S:15][CH2:17][C:18]2[CH:23]=[CH:22][C:21]([CH3:24])=[CH:20][N:19]=2)[N:11]=1. (2) Given the reactants FC(F)(F)C(O)=O.[F:8][C:9]1[C:10]([C:33]([F:36])([F:35])[F:34])=[C:11]([CH:16]2[CH2:21][CH2:20][N:19]([C:22]([C:24]3[C:32]4[CH2:31][CH2:30][NH:29][CH2:28][C:27]=4[NH:26][N:25]=3)=[O:23])[CH2:18][CH2:17]2)[CH:12]=[CH:13][C:14]=1[F:15].[C:37](Cl)(=[O:40])[CH2:38][CH3:39], predict the reaction product. The product is: [F:8][C:9]1[C:10]([C:33]([F:34])([F:35])[F:36])=[C:11]([CH:16]2[CH2:17][CH2:18][N:19]([C:22]([C:24]3[C:32]4[CH2:31][CH2:30][N:29]([C:37](=[O:40])[CH2:38][CH3:39])[CH2:28][C:27]=4[NH:26][N:25]=3)=[O:23])[CH2:20][CH2:21]2)[CH:12]=[CH:13][C:14]=1[F:15].